The task is: Regression. Given two drug SMILES strings and cell line genomic features, predict the synergy score measuring deviation from expected non-interaction effect.. This data is from NCI-60 drug combinations with 297,098 pairs across 59 cell lines. (1) Synergy scores: CSS=7.64, Synergy_ZIP=-4.15, Synergy_Bliss=1.25, Synergy_Loewe=-11.2, Synergy_HSA=0.174. Cell line: 786-0. Drug 2: C1=NNC2=C1C(=O)NC=N2. Drug 1: C1C(C(OC1N2C=C(C(=O)NC2=O)F)CO)O. (2) Drug 1: C1=CC(=CC=C1CCC2=CNC3=C2C(=O)NC(=N3)N)C(=O)NC(CCC(=O)O)C(=O)O. Drug 2: CC12CCC3C(C1CCC2OP(=O)(O)O)CCC4=C3C=CC(=C4)OC(=O)N(CCCl)CCCl.[Na+]. Cell line: UACC62. Synergy scores: CSS=10.2, Synergy_ZIP=-7.13, Synergy_Bliss=-5.50, Synergy_Loewe=-3.92, Synergy_HSA=-2.90. (3) Drug 1: C1=CC(=CC=C1CC(C(=O)O)N)N(CCCl)CCCl.Cl. Drug 2: C(CN)CNCCSP(=O)(O)O. Cell line: NCI-H226. Synergy scores: CSS=4.66, Synergy_ZIP=2.27, Synergy_Bliss=12.2, Synergy_Loewe=-5.88, Synergy_HSA=3.53.